From a dataset of Forward reaction prediction with 1.9M reactions from USPTO patents (1976-2016). Predict the product of the given reaction. (1) Given the reactants [OH:1][CH:2]1[CH2:8][CH:7]2[CH:3]1[CH2:4][N:5]([C:9]([O:11][C:12]([CH3:15])([CH3:14])[CH3:13])=[O:10])[CH2:6]2.CC([O-])(C)C.[K+].[P:22](Cl)(=[O:31])([O:27][CH:28]([CH3:30])[CH3:29])[O:23][CH:24]([CH3:26])[CH3:25], predict the reaction product. The product is: [CH:24]([O:23][P:22]([O:1][CH:2]1[CH2:8][CH:7]2[CH:3]1[CH2:4][N:5]([C:9]([O:11][C:12]([CH3:15])([CH3:14])[CH3:13])=[O:10])[CH2:6]2)([O:27][CH:28]([CH3:30])[CH3:29])=[O:31])([CH3:26])[CH3:25]. (2) Given the reactants [F:1][C:2]1[CH:10]=[C:9]2[C:5]([C:6]([C:20]3[CH:28]=[C:27]4[C:23](C=NN4)=[CH:22][CH:21]=3)=[CH:7][N:8]2[S:11]([C:14]2[CH:19]=[CH:18][CH:17]=[CH:16][CH:15]=2)(=[O:13])=[O:12])=[CH:4][CH:3]=1.CC1(C)C(C)(C)OB(C2C=CC3[O:44][CH:43]=[N:42]C=3C=2)O1.FC1C=C2C(C(I)=CN2S(C2C=CC=CC=2)(=O)=O)=CC=1, predict the reaction product. The product is: [F:1][C:2]1[CH:10]=[C:9]2[C:5]([C:6]([C:20]3[CH:21]=[CH:22][C:23]4[O:44][CH:43]=[N:42][C:27]=4[CH:28]=3)=[CH:7][N:8]2[S:11]([C:14]2[CH:19]=[CH:18][CH:17]=[CH:16][CH:15]=2)(=[O:12])=[O:13])=[CH:4][CH:3]=1. (3) Given the reactants [H-].[Al+3].[Li+].[H-].[H-].[H-].[F:7][C:8]1[CH:13]=[CH:12][CH:11]=[CH:10][C:9]=1[C:14]1[CH2:19][CH2:18][CH2:17][CH2:16][C:15]=1[C:20](OCC)=[O:21].[OH-].[Na+].S([O-])([O-])(=O)=O.[Mg+2], predict the reaction product. The product is: [F:7][C:8]1[CH:13]=[CH:12][CH:11]=[CH:10][C:9]=1[C:14]1[CH2:19][CH2:18][CH2:17][CH2:16][C:15]=1[CH2:20][OH:21]. (4) Given the reactants C([NH:4][C:5]1[N:10]=[C:9]([CH2:11][N:12]2[CH2:17][CH2:16][N:15]([C:18]3[CH:23]=[CH:22][C:21]([NH:24][C:25]([C:27]4[CH2:32][CH2:31][CH2:30][CH2:29][C:28]=4[C:33]4[CH:38]=[CH:37][C:36]([CH3:39])=[CH:35][CH:34]=4)=[O:26])=[CH:20][CH:19]=3)[CH2:14][CH2:13]2)[CH:8]=[CH:7][CH:6]=1)(=O)C.Cl, predict the reaction product. The product is: [NH2:4][C:5]1[N:10]=[C:9]([CH2:11][N:12]2[CH2:17][CH2:16][N:15]([C:18]3[CH:23]=[CH:22][C:21]([NH:24][C:25]([C:27]4[CH2:32][CH2:31][CH2:30][CH2:29][C:28]=4[C:33]4[CH:34]=[CH:35][C:36]([CH3:39])=[CH:37][CH:38]=4)=[O:26])=[CH:20][CH:19]=3)[CH2:14][CH2:13]2)[CH:8]=[CH:7][CH:6]=1. (5) Given the reactants [NH:1]1[C:9]2[C:4](=[CH:5][CH:6]=[C:7]([OH:10])[CH:8]=2)[CH:3]=[N:2]1.[Cl:11][C:12]1[CH:17]=[C:16]([N+:18]([O-:20])=[O:19])[CH:15]=[CH:14][C:13]=1F.C(=O)([O-])[O-].[K+].[K+].CN(C)C=O, predict the reaction product. The product is: [Cl:11][C:12]1[CH:17]=[C:16]([N+:18]([O-:20])=[O:19])[CH:15]=[CH:14][C:13]=1[O:10][C:7]1[CH:8]=[C:9]2[C:4]([CH:3]=[N:2][NH:1]2)=[CH:5][CH:6]=1. (6) Given the reactants [Li].[CH3:2][C:3]1[CH:4]=[C:5]([NH:14][C:15]2[N:20]=[C:19]([C:21]([F:24])([F:23])[F:22])[CH:18]=[CH:17][N:16]=2)[CH:6]=[C:7]([C:9]2[S:13][CH:12]=[N:11][CH:10]=2)[CH:8]=1.C([N-]C(C)C)(C)C.[Li+].[CH3:33][C:34]1([CH3:44])[CH2:39][C:38](=[O:40])[CH2:37][CH2:36][CH:35]1[C:41]([OH:43])=[O:42].S1C=CN=C1, predict the reaction product. The product is: [OH:40][C@:38]1([C:12]2[S:13][C:9]([C:7]3[CH:6]=[C:5]([NH:14][C:15]4[N:20]=[C:19]([C:21]([F:22])([F:24])[F:23])[CH:18]=[CH:17][N:16]=4)[CH:4]=[C:3]([CH3:2])[CH:8]=3)=[CH:10][N:11]=2)[CH2:37][CH2:36][C@H:35]([C:41]([OH:43])=[O:42])[C:34]([CH3:44])([CH3:33])[CH2:39]1. (7) Given the reactants [Cl:1][C:2]1[CH:7]=[CH:6][C:5]([S:8]([NH:11][C@@H:12]2[CH2:18][CH2:17][CH2:16][CH2:15][CH2:14][C@H:13]2[CH2:19][OH:20])(=[O:10])=[O:9])=[CH:4][CH:3]=1.C(=O)([O-])[O-].[Cs+].[Cs+].Br[CH2:28][C:29]1[CH:34]=[CH:33][C:32]([C:35]2[O:36][CH:37]=[CH:38][N:39]=2)=[CH:31][CH:30]=1.ClC1C=CC(S(N(CC2C=CC(C#N)=CC=2)[C@@H]2CCCCC[C@H]2CO)(=O)=O)=CC=1, predict the reaction product. The product is: [Cl:1][C:2]1[CH:7]=[CH:6][C:5]([S:8]([N:11]([C@@H:12]2[CH2:18][CH2:17][CH2:16][CH2:15][CH2:14][C@H:13]2[CH2:19][OH:20])[CH2:28][C:29]2[CH:30]=[CH:31][C:32]([C:35]3[O:36][CH:37]=[CH:38][N:39]=3)=[CH:33][CH:34]=2)(=[O:9])=[O:10])=[CH:4][CH:3]=1. (8) Given the reactants Cl[C:2]1[N:24]=[CH:23][C:22]([CH2:25][CH3:26])=[CH:21][C:3]=1[C:4]([NH:6][C:7](=[NH:20])[CH2:8][O:9][CH2:10][CH2:11][C:12]1[CH:17]=[C:16]([F:18])[CH:15]=[CH:14][C:13]=1[F:19])=[O:5].C(=O)([O-])[O-].[K+].[K+], predict the reaction product. The product is: [F:19][C:13]1[CH:14]=[CH:15][C:16]([F:18])=[CH:17][C:12]=1[CH2:11][CH2:10][O:9][CH2:8][C:7]1[NH:6][C:4](=[O:5])[C:3]2[CH:21]=[C:22]([CH2:25][CH3:26])[CH:23]=[N:24][C:2]=2[N:20]=1. (9) The product is: [F:39][C:36]([F:37])([F:38])[C:31]([C:13]1[CH:12]=[CH:11][C:16]([N:17]2[CH2:22][CH2:21][N:20]([S:23]([C:26]3[S:27][CH:28]=[CH:29][CH:30]=3)(=[O:24])=[O:25])[CH2:19][CH2:18]2)=[C:15]([C:3]2[CH:2]=[N:1][CH:6]=[CH:5][CH:4]=2)[CH:14]=1)([OH:40])[C:32]([F:35])([F:34])[F:33]. Given the reactants [N:1]1[CH:6]=[CH:5][CH:4]=[C:3](B(O)O)[CH:2]=1.Br[C:11]1[CH:12]=[C:13]([C:31]([OH:40])([C:36]([F:39])([F:38])[F:37])[C:32]([F:35])([F:34])[F:33])[CH:14]=[CH:15][C:16]=1[N:17]1[CH2:22][CH2:21][N:20]([S:23]([C:26]2[S:27][CH:28]=[CH:29][CH:30]=2)(=[O:25])=[O:24])[CH2:19][CH2:18]1, predict the reaction product.